Predict the reactants needed to synthesize the given product. From a dataset of Full USPTO retrosynthesis dataset with 1.9M reactions from patents (1976-2016). (1) Given the product [CH3:17][N:18]([CH3:33])[CH2:19][CH2:20][O:21][C:22]1[CH:23]=[C:24]2[C:28](=[CH:29][CH:30]=1)[NH:27][C:26]([CH:31]=[C:10]1[C:9]3[C:13](=[CH:14][CH:15]=[C:7]([C:1]4[CH:2]=[CH:3][CH:4]=[CH:5][CH:6]=4)[CH:8]=3)[NH:12][C:11]1=[O:16])=[CH:25]2, predict the reactants needed to synthesize it. The reactants are: [C:1]1([C:7]2[CH:8]=[C:9]3[C:13](=[CH:14][CH:15]=2)[NH:12][C:11](=[O:16])[CH2:10]3)[CH:6]=[CH:5][CH:4]=[CH:3][CH:2]=1.[CH3:17][N:18]([CH3:33])[CH2:19][CH2:20][O:21][C:22]1[CH:23]=[C:24]2[C:28](=[CH:29][CH:30]=1)[NH:27][C:26]([CH:31]=O)=[CH:25]2.N1CCCCC1. (2) Given the product [C:11]([N:10]=[C:13]([NH2:14])[NH:5][C:4]1[CH:3]=[C:2]([F:1])[CH:8]=[C:7]([F:9])[CH:6]=1)#[N:12], predict the reactants needed to synthesize it. The reactants are: [F:1][C:2]1[CH:3]=[C:4]([CH:6]=[C:7]([F:9])[CH:8]=1)[NH2:5].[N-:10]([C:13]#[N:14])[C:11]#[N:12].[Na+]. (3) Given the product [CH3:34][C:33]1[O:35][N:26]=[C:20]([C:19]2[CH:18]=[CH:17][C:16]([CH:13]3[O:12][CH2:11][CH2:10][N:9]([C@@H:7]([C:1]4[CH:2]=[CH:3][CH:4]=[CH:5][CH:6]=4)[CH3:8])[CH2:15][CH2:14]3)=[CH:23][CH:22]=2)[N:21]=1, predict the reactants needed to synthesize it. The reactants are: [C:1]1([C@H:7]([N:9]2[CH2:15][CH2:14][CH:13]([C:16]3[CH:23]=[CH:22][C:19]([C:20]#[N:21])=[CH:18][CH:17]=3)[O:12][CH2:11][CH2:10]2)[CH3:8])[CH:6]=[CH:5][CH:4]=[CH:3][CH:2]=1.O.Cl.[NH2:26]O.C(=O)(O)[O-].[Na+].[CH2:33]([OH:35])[CH3:34]. (4) Given the product [O:7]1[C:11]2([CH2:15][CH2:14][CH2:13][CH:12]2[CH2:16][OH:17])[O:10][CH2:9][CH2:8]1, predict the reactants needed to synthesize it. The reactants are: [H-].[Al+3].[Li+].[H-].[H-].[H-].[O:7]1[C:11]2([CH2:15][CH2:14][CH2:13][CH:12]2[C:16](OC)=[O:17])[O:10][CH2:9][CH2:8]1.O.[OH-].[Na+].